This data is from NCI-60 drug combinations with 297,098 pairs across 59 cell lines. The task is: Regression. Given two drug SMILES strings and cell line genomic features, predict the synergy score measuring deviation from expected non-interaction effect. (1) Drug 1: CC1=C2C(C(=O)C3(C(CC4C(C3C(C(C2(C)C)(CC1OC(=O)C(C(C5=CC=CC=C5)NC(=O)OC(C)(C)C)O)O)OC(=O)C6=CC=CC=C6)(CO4)OC(=O)C)OC)C)OC. Drug 2: CC1=C2C(C(=O)C3(C(CC4C(C3C(C(C2(C)C)(CC1OC(=O)C(C(C5=CC=CC=C5)NC(=O)OC(C)(C)C)O)O)OC(=O)C6=CC=CC=C6)(CO4)OC(=O)C)O)C)O. Cell line: OVCAR-8. Synergy scores: CSS=53.2, Synergy_ZIP=-0.0257, Synergy_Bliss=-2.87, Synergy_Loewe=-3.08, Synergy_HSA=-0.106. (2) Drug 1: CC(CN1CC(=O)NC(=O)C1)N2CC(=O)NC(=O)C2. Drug 2: CCC1(CC2CC(C3=C(CCN(C2)C1)C4=CC=CC=C4N3)(C5=C(C=C6C(=C5)C78CCN9C7C(C=CC9)(C(C(C8N6C=O)(C(=O)OC)O)OC(=O)C)CC)OC)C(=O)OC)O.OS(=O)(=O)O. Cell line: NCI/ADR-RES. Synergy scores: CSS=1.39, Synergy_ZIP=-0.534, Synergy_Bliss=1.42, Synergy_Loewe=0.548, Synergy_HSA=0.557. (3) Drug 1: CS(=O)(=O)CCNCC1=CC=C(O1)C2=CC3=C(C=C2)N=CN=C3NC4=CC(=C(C=C4)OCC5=CC(=CC=C5)F)Cl. Drug 2: C(CN)CNCCSP(=O)(O)O. Cell line: DU-145. Synergy scores: CSS=0.223, Synergy_ZIP=-1.83, Synergy_Bliss=-1.49, Synergy_Loewe=-5.12, Synergy_HSA=-3.65. (4) Drug 1: CC1=CC2C(CCC3(C2CCC3(C(=O)C)OC(=O)C)C)C4(C1=CC(=O)CC4)C. Drug 2: C1C(C(OC1N2C=NC3=C2NC=NCC3O)CO)O. Cell line: A498. Synergy scores: CSS=5.67, Synergy_ZIP=-0.795, Synergy_Bliss=2.49, Synergy_Loewe=1.51, Synergy_HSA=1.94. (5) Drug 1: CC1=C2C(C(=O)C3(C(CC4C(C3C(C(C2(C)C)(CC1OC(=O)C(C(C5=CC=CC=C5)NC(=O)OC(C)(C)C)O)O)OC(=O)C6=CC=CC=C6)(CO4)OC(=O)C)OC)C)OC. Drug 2: CC1CCC2CC(C(=CC=CC=CC(CC(C(=O)C(C(C(=CC(C(=O)CC(OC(=O)C3CCCCN3C(=O)C(=O)C1(O2)O)C(C)CC4CCC(C(C4)OC)O)C)C)O)OC)C)C)C)OC. Cell line: SF-539. Synergy scores: CSS=66.1, Synergy_ZIP=9.09, Synergy_Bliss=8.17, Synergy_Loewe=5.91, Synergy_HSA=13.7. (6) Drug 1: C1=NNC2=C1C(=O)NC=N2. Drug 2: B(C(CC(C)C)NC(=O)C(CC1=CC=CC=C1)NC(=O)C2=NC=CN=C2)(O)O. Cell line: NCI/ADR-RES. Synergy scores: CSS=26.9, Synergy_ZIP=0.702, Synergy_Bliss=0.842, Synergy_Loewe=-20.3, Synergy_HSA=-1.29.